Task: Predict the reactants needed to synthesize the given product.. Dataset: Full USPTO retrosynthesis dataset with 1.9M reactions from patents (1976-2016) Given the product [CH:12]1[C:13]2[C:8](=[CH:7][C:6]([C:38]3[CH:56]=[CH:55][CH:54]=[CH:53][C:39]=3[NH:40][CH2:41][CH2:42][CH2:43][CH2:44][CH2:45][CH2:46][CH2:47][CH2:48][CH2:49][CH2:50][CH2:51][CH3:52])=[CH:15][CH:14]=2)[CH:9]=[CH:10][C:11]=1[C:38]1[CH:56]=[CH:55][CH:54]=[CH:53][C:39]=1[NH:40][CH2:41][CH2:42][CH2:43][CH2:44][CH2:45][CH2:46][CH2:47][CH2:48][CH2:49][CH2:50][CH2:51][CH3:52], predict the reactants needed to synthesize it. The reactants are: C([Sn](CCCC)(CCCC)[C:6]1[CH:15]=[CH:14][C:13]2[C:8](=[CH:9][CH:10]=[C:11]([Sn](CCCC)(CCCC)CCCC)[CH:12]=2)[CH:7]=1)CCC.Br[C:38]1[CH:56]=[CH:55][CH:54]=[CH:53][C:39]=1[NH:40][CH2:41][CH2:42][CH2:43][CH2:44][CH2:45][CH2:46][CH2:47][CH2:48][CH2:49][CH2:50][CH2:51][CH3:52].[F-].[Cs+].